From a dataset of Peptide-MHC class II binding affinity with 134,281 pairs from IEDB. Regression. Given a peptide amino acid sequence and an MHC pseudo amino acid sequence, predict their binding affinity value. This is MHC class II binding data. (1) The peptide sequence is DNSFVSAISQTEVKE. The MHC is HLA-DQA10501-DQB10402 with pseudo-sequence HLA-DQA10501-DQB10402. The binding affinity (normalized) is 0.391. (2) The peptide sequence is TKGEGGVWTFDSEEP. The MHC is HLA-DPA10103-DPB10201 with pseudo-sequence HLA-DPA10103-DPB10201. The binding affinity (normalized) is 0.0675. (3) The peptide sequence is VSGAAVVSGFVVASL. The MHC is DRB1_1602 with pseudo-sequence DRB1_1602. The binding affinity (normalized) is 0.323. (4) The peptide sequence is KLLPVPPTVTIFKIS. The MHC is HLA-DQA10501-DQB10201 with pseudo-sequence HLA-DQA10501-DQB10201. The binding affinity (normalized) is 0.167.